Regression. Given a peptide amino acid sequence and an MHC pseudo amino acid sequence, predict their binding affinity value. This is MHC class II binding data. From a dataset of Peptide-MHC class II binding affinity with 134,281 pairs from IEDB. (1) The peptide sequence is YGVEGTKTPVSPGEM. The MHC is HLA-DQA10601-DQB10402 with pseudo-sequence HLA-DQA10601-DQB10402. The binding affinity (normalized) is 0. (2) The peptide sequence is QELQIVDKIDAAFKI. The MHC is DRB4_0101 with pseudo-sequence DRB4_0103. The binding affinity (normalized) is 0.620. (3) The peptide sequence is PGLIIGALAGST. The MHC is DRB1_1501 with pseudo-sequence DRB1_1501. The binding affinity (normalized) is 0.140. (4) The peptide sequence is AAATAGTTVVGAFAA. The MHC is HLA-DPA10103-DPB10601 with pseudo-sequence HLA-DPA10103-DPB10601. The binding affinity (normalized) is 0.105. (5) The peptide sequence is EWVAMTKGEGGVWTF. The MHC is DRB1_1201 with pseudo-sequence DRB1_1201. The binding affinity (normalized) is 0.0140.